From a dataset of Reaction yield outcomes from USPTO patents with 853,638 reactions. Predict the reaction yield, written as a fraction of the theoretical maximum amount of product (1.0 means a 100% yield; for example, 0.34 means a 34% yield). (1) The reactants are [CH2:1]([C:5]1[N:6]=[C:7]([CH3:27])[NH:8][C:9](=[O:26])[C:10]=1[CH2:11][C:12]1[CH:17]=[CH:16][C:15]([C:18]2[C:19]([C:24]#[N:25])=[CH:20][CH:21]=[CH:22][CH:23]=2)=[CH:14][CH:13]=1)[CH2:2][CH2:3][CH3:4].C(=O)([O-])[O-].[K+].[K+].Br[CH2:35][C:36]1[CH:41]=[CH:40][CH:39]=[C:38]([F:42])[C:37]=1[F:43].CN(C)C=O. The catalyst is C(OCC)(=O)C. The product is [CH2:1]([C:5]1[N:6]=[C:7]([CH3:27])[N:8]([CH2:35][C:36]2[CH:41]=[CH:40][CH:39]=[C:38]([F:42])[C:37]=2[F:43])[C:9](=[O:26])[C:10]=1[CH2:11][C:12]1[CH:17]=[CH:16][C:15]([C:18]2[C:19]([C:24]#[N:25])=[CH:20][CH:21]=[CH:22][CH:23]=2)=[CH:14][CH:13]=1)[CH2:2][CH2:3][CH3:4]. The yield is 0.460. (2) No catalyst specified. The yield is 0.720. The reactants are [NH:1]([CH2:5][CH2:6][OH:7])[CH2:2][CH2:3][OH:4].[CH3:8][C:9]([CH3:11])=O.C(=O)([O-])[O-].[K+].[K+]. The product is [CH3:8][C:9]1([CH3:11])[N:1]([CH2:5][CH2:6][OH:7])[CH2:2][CH2:3][O:4]1. (3) The product is [CH:11]1([CH2:10][O:9][CH2:1][CH2:2][CH2:3][CH2:4][CH2:5][CH2:6][CH2:7][C:8]2[CH:23]=[CH:22][C:21]([N+:24]([O-:26])=[O:25])=[CH:20][CH:19]=2)[CH2:12][CH2:13][CH2:14][CH2:15][CH2:16]1. The yield is 0.650. The reactants are [CH2:1]([O:9][CH2:10][CH:11]1[CH2:16][CH2:15][CH2:14][CH2:13][CH2:12]1)[CH2:2][CH2:3][CH2:4][CH2:5][CH2:6][CH:7]=[CH2:8].BrC1[CH:23]=[CH:22][C:21]([N+:24]([O-:26])=[O:25])=[CH:20][CH:19]=1. No catalyst specified. (4) The reactants are CS(O[C@H:6]1[C@@H:11]([CH3:12])[CH2:10][C@@H:9]([C:13]2[CH:18]=[CH:17][N:16]=[CH:15][C:14]=2[NH2:19])[CH2:8][C@H:7]1[NH:20][C:21]([O:23][C:24]([CH3:27])([CH3:26])[CH3:25])=[O:22])(=O)=O.[N-:28]=[N+:29]=[N-:30].[Na+]. The catalyst is CN(C=O)C. The product is [NH2:19][C:14]1[CH:15]=[N:16][CH:17]=[CH:18][C:13]=1[C@H:9]1[CH2:8][C@@H:7]([NH:20][C:21](=[O:22])[O:23][C:24]([CH3:27])([CH3:26])[CH3:25])[C@H:6]([N:28]=[N+:29]=[N-:30])[C@@H:11]([CH3:12])[CH2:10]1. The yield is 0.870. (5) The reactants are C(NC(C)C)(C)C.[Li]CCCC.[Br:13][C:14]1[CH:19]=[CH:18][C:17]([Cl:20])=[CH:16][N:15]=1.CN([CH:24]=[O:25])C.[OH-].[Na+]. The catalyst is C1COCC1.O. The product is [Br:13][C:14]1[CH:19]=[C:18]([CH:24]=[O:25])[C:17]([Cl:20])=[CH:16][N:15]=1. The yield is 0.720.